The task is: Regression. Given two drug SMILES strings and cell line genomic features, predict the synergy score measuring deviation from expected non-interaction effect.. This data is from NCI-60 drug combinations with 297,098 pairs across 59 cell lines. (1) Drug 1: C1=NNC2=C1C(=O)NC=N2. Drug 2: CCC1(C2=C(COC1=O)C(=O)N3CC4=CC5=C(C=CC(=C5CN(C)C)O)N=C4C3=C2)O.Cl. Cell line: MOLT-4. Synergy scores: CSS=74.1, Synergy_ZIP=0.564, Synergy_Bliss=-3.29, Synergy_Loewe=-21.5, Synergy_HSA=-0.511. (2) Drug 1: C1=C(C(=O)NC(=O)N1)F. Drug 2: CCC(=C(C1=CC=CC=C1)C2=CC=C(C=C2)OCCN(C)C)C3=CC=CC=C3.C(C(=O)O)C(CC(=O)O)(C(=O)O)O. Cell line: M14. Synergy scores: CSS=42.5, Synergy_ZIP=10.7, Synergy_Bliss=4.89, Synergy_Loewe=3.35, Synergy_HSA=4.24. (3) Drug 1: CC1=C2C(C(=O)C3(C(CC4C(C3C(C(C2(C)C)(CC1OC(=O)C(C(C5=CC=CC=C5)NC(=O)OC(C)(C)C)O)O)OC(=O)C6=CC=CC=C6)(CO4)OC(=O)C)OC)C)OC. Drug 2: CC=C1C(=O)NC(C(=O)OC2CC(=O)NC(C(=O)NC(CSSCCC=C2)C(=O)N1)C(C)C)C(C)C. Cell line: HCT116. Synergy scores: CSS=50.1, Synergy_ZIP=-0.292, Synergy_Bliss=-1.98, Synergy_Loewe=-4.10, Synergy_HSA=-0.471. (4) Drug 1: CC1=C(C=C(C=C1)NC2=NC=CC(=N2)N(C)C3=CC4=NN(C(=C4C=C3)C)C)S(=O)(=O)N.Cl. Drug 2: COC1=NC(=NC2=C1N=CN2C3C(C(C(O3)CO)O)O)N. Cell line: IGROV1. Synergy scores: CSS=-1.60, Synergy_ZIP=0.890, Synergy_Bliss=0.187, Synergy_Loewe=-3.16, Synergy_HSA=-2.16. (5) Drug 1: C1=CC(=CC=C1CC(C(=O)O)N)N(CCCl)CCCl.Cl. Drug 2: CC1=C(C=C(C=C1)NC(=O)C2=CC=C(C=C2)CN3CCN(CC3)C)NC4=NC=CC(=N4)C5=CN=CC=C5. Cell line: K-562. Synergy scores: CSS=68.7, Synergy_ZIP=4.10, Synergy_Bliss=4.47, Synergy_Loewe=-10.8, Synergy_HSA=4.17.